Task: Predict the reaction yield, written as a fraction of the theoretical maximum amount of product (1.0 means a 100% yield; for example, 0.34 means a 34% yield).. Dataset: Reaction yield outcomes from USPTO patents with 853,638 reactions (1) The reactants are [OH:1][CH:2]1[CH2:7][CH2:6][CH2:5][CH:4]([NH:8][C:9]2[C:10]3[N:11]([CH:17]=[CH:18][CH:19]=3)[N:12]=[CH:13][C:14]=2[C:15]#[N:16])[CH2:3]1.[OH-:20].[NH4+].OO. The catalyst is C(O)C. The product is [OH:1][CH:2]1[CH2:7][CH2:6][CH2:5][CH:4]([NH:8][C:9]2[C:10]3[N:11]([CH:17]=[CH:18][CH:19]=3)[N:12]=[CH:13][C:14]=2[C:15]([NH2:16])=[O:20])[CH2:3]1. The yield is 0.150. (2) The reactants are [CH:1]1([CH:7]([OH:25])[C:8]23[C:14](=[O:15])[O:13][C:12]2([CH3:16])[CH:11]([CH:17]([OH:23])[CH2:18][CH2:19][CH2:20][CH2:21][CH3:22])[C:10](=[O:24])[NH:9]3)[CH2:6][CH2:5][CH2:4][CH:3]=[CH:2]1.C(N(CC)CC)C.[CH2:33]([SH:40])[C:34]1[CH:39]=[CH:38][CH:37]=[CH:36][CH:35]=1. The catalyst is ClCCl. The product is [CH2:33]([S:40][C:14]([C:8]1([CH:7]([CH:1]2[CH2:6][CH2:5][CH2:4][CH:3]=[CH:2]2)[OH:25])[C:12]([OH:13])([CH3:16])[CH:11]([CH:17]([OH:23])[CH2:18][CH2:19][CH2:20][CH2:21][CH3:22])[C:10](=[O:24])[NH:9]1)=[O:15])[C:34]1[CH:39]=[CH:38][CH:37]=[CH:36][CH:35]=1. The yield is 0.410. (3) The reactants are C(=O)([O-])[O-].[K+].[K+].[NH2:7][C:8]1[CH:13]=[CH:12][C:11]([OH:14])=[CH:10][C:9]=1[N+:15]([O-:17])=[O:16].Br[CH2:19][CH2:20][O:21][CH3:22]. The product is [CH3:22][O:21][CH2:20][CH2:19][O:14][C:11]1[CH:12]=[CH:13][C:8]([NH2:7])=[C:9]([N+:15]([O-:17])=[O:16])[CH:10]=1. The yield is 0.240. The catalyst is CN(C=O)C. (4) The reactants are [C:1]([NH:8][C@H:9]([C:30](O)=[O:31])[CH2:10][C:11]1[CH:16]=[CH:15][C:14]([Sn:17]([CH2:26][CH2:27][CH2:28][CH3:29])([CH2:22][CH2:23][CH2:24][CH3:25])[CH2:18][CH2:19][CH2:20][CH3:21])=[CH:13][CH:12]=1)([O:3][C:4]([CH3:7])([CH3:6])[CH3:5])=[O:2].Cl.[CH3:34][O:35][C:36](=[O:46])[C@H:37]([CH2:39][C:40]1[CH:45]=[CH:44][CH:43]=[CH:42][CH:41]=1)[NH2:38].CCN=C=NCCCN(C)C.C1C=CC2N(O)N=NC=2C=1. The catalyst is C(Cl)Cl.CN(C)C1C=CN=CC=1. The product is [CH3:34][O:35][C:36](=[O:46])[C@H:37]([CH2:39][C:40]1[CH:45]=[CH:44][CH:43]=[CH:42][CH:41]=1)[NH:38][C:30](=[O:31])[C@H:9]([CH2:10][C:11]1[CH:12]=[CH:13][C:14]([Sn:17]([CH2:18][CH2:19][CH2:20][CH3:21])([CH2:22][CH2:23][CH2:24][CH3:25])[CH2:26][CH2:27][CH2:28][CH3:29])=[CH:15][CH:16]=1)[NH:8][C:1]([O:3][C:4]([CH3:7])([CH3:5])[CH3:6])=[O:2]. The yield is 0.800. (5) The reactants are [NH2:1][C:2]1[C:7]([CH2:8][OH:9])=[CH:6][N:5]=[C:4]([S:10][CH3:11])[N:3]=1. The catalyst is C(Cl)(Cl)Cl.O=[Mn]=O. The product is [NH2:1][C:2]1[C:7]([CH:8]=[O:9])=[CH:6][N:5]=[C:4]([S:10][CH3:11])[N:3]=1. The yield is 0.940.